This data is from Reaction yield outcomes from USPTO patents with 853,638 reactions. The task is: Predict the reaction yield, written as a fraction of the theoretical maximum amount of product (1.0 means a 100% yield; for example, 0.34 means a 34% yield). (1) The reactants are F[C:2]1[CH:7]=[CH:6][C:5]([N+:8]([O-:10])=[O:9])=[C:4](C)[CH:3]=1.[NH2:12][C:13]([CH3:17])([CH3:16])[CH2:14][OH:15].CC[O:20]C(C)=O. No catalyst specified. The product is [CH3:16][C:13]([NH:12][C:2]1[CH:7]=[CH:6][C:5]([N+:8]([O-:10])=[O:9])=[C:4]([OH:20])[CH:3]=1)([CH3:17])[CH2:14][OH:15]. The yield is 0.850. (2) The reactants are [H-].[Na+].[Si:3]([O:10][CH:11]([C:13]1[CH:14]=[CH:15][C:16]([CH3:27])=[C:17]([NH:19][C:20](=[O:26])[O:21][C:22]([CH3:25])([CH3:24])[CH3:23])[CH:18]=1)[CH3:12])([C:6]([CH3:9])([CH3:8])[CH3:7])([CH3:5])[CH3:4].[CH3:28]I. The catalyst is CN(C=O)C. The product is [Si:3]([O:10][CH:11]([C:13]1[CH:14]=[CH:15][C:16]([CH3:27])=[C:17]([N:19]([CH3:28])[C:20](=[O:26])[O:21][C:22]([CH3:25])([CH3:24])[CH3:23])[CH:18]=1)[CH3:12])([C:6]([CH3:8])([CH3:9])[CH3:7])([CH3:5])[CH3:4]. The yield is 0.770. (3) The reactants are [C:1]([C:4]1[CH:8]([C:9]2[CH:14]=[CH:13][C:12]([Cl:15])=[CH:11][CH:10]=2)[N:7]([CH2:16][C:17]2[CH:22]=[CH:21][C:20]([O:23][CH3:24])=[CH:19][CH:18]=2)[C:6](=[O:25])[C:5]=1O)(=O)[CH3:2].[NH:27]([C:29]1[N:33]([CH3:34])[N:32]=[CH:31][CH:30]=1)[NH2:28]. The catalyst is CCO.C1(C)C=CC=CC=1. The product is [Cl:15][C:12]1[CH:13]=[CH:14][C:9]([CH:8]2[C:4]3[C:1]([CH3:2])=[N:28][N:27]([C:29]4[N:33]([CH3:34])[N:32]=[CH:31][CH:30]=4)[C:5]=3[C:6](=[O:25])[N:7]2[CH2:16][C:17]2[CH:22]=[CH:21][C:20]([O:23][CH3:24])=[CH:19][CH:18]=2)=[CH:10][CH:11]=1. The yield is 0.850. (4) The reactants are C(OC([N:8]1[CH2:13][CH2:12][CH:11]([NH:14][CH2:15][CH2:16][O:17][C:18]2[CH:23]=[CH:22][C:21]([NH:24][C:25](=[O:33])[C:26]3[CH:31]=[CH:30][CH:29]=[C:28]([F:32])[CH:27]=3)=[CH:20][C:19]=2[C:34]2[N:35]([CH3:40])[N:36]=[CH:37][C:38]=2[Cl:39])[CH2:10][CH2:9]1)=O)(C)(C)C. The catalyst is Cl.O1CCOCC1. The product is [Cl:39][C:38]1[CH:37]=[N:36][N:35]([CH3:40])[C:34]=1[C:19]1[CH:20]=[C:21]([NH:24][C:25](=[O:33])[C:26]2[CH:31]=[CH:30][CH:29]=[C:28]([F:32])[CH:27]=2)[CH:22]=[CH:23][C:18]=1[O:17][CH2:16][CH2:15][NH:14][CH:11]1[CH2:10][CH2:9][NH:8][CH2:13][CH2:12]1. The yield is 0.480. (5) The reactants are C(OC([N:8]1[CH2:12][CH2:11][CH2:10][CH:9]1[C:13](=[O:32])[NH:14][C:15]1[CH:20]=[CH:19][C:18]([C:21]2[CH:26]=[CH:25][CH:24]=[CH:23][C:22]=2[S:27]([CH3:30])(=[O:29])=[O:28])=[CH:17][C:16]=1[Cl:31])=O)(C)(C)C. The catalyst is C(Cl)Cl.FC(F)(F)C(O)=O.C(Cl)(Cl)Cl. The product is [Cl:31][C:16]1[CH:17]=[C:18]([C:21]2[CH:26]=[CH:25][CH:24]=[CH:23][C:22]=2[S:27]([CH3:30])(=[O:28])=[O:29])[CH:19]=[CH:20][C:15]=1[NH:14][C:13]([CH:9]1[CH2:10][CH2:11][CH2:12][NH:8]1)=[O:32]. The yield is 1.00. (6) The reactants are I[C:2]1[C:10]2[S:9][C:8]([NH:11][C:12]([C:14]3[S:15][C:16]([CH3:19])=[CH:17][CH:18]=3)=[O:13])=[N:7][C:6]=2[C:5]([O:20][CH3:21])=[CH:4][CH:3]=1.[N+:22]([C:25]1[CH:26]=[C:27](B(O)O)[CH:28]=[CH:29][CH:30]=1)([O-:24])=[O:23]. No catalyst specified. The product is [N+:22]([C:25]1[CH:30]=[C:29]([C:2]2[C:10]3[S:9][C:8]([NH:11][C:12]([C:14]4[S:15][C:16]([CH3:19])=[CH:17][CH:18]=4)=[O:13])=[N:7][C:6]=3[C:5]([O:20][CH3:21])=[CH:4][CH:3]=2)[CH:28]=[CH:27][CH:26]=1)([O-:24])=[O:23]. The yield is 0.420.